This data is from Forward reaction prediction with 1.9M reactions from USPTO patents (1976-2016). The task is: Predict the product of the given reaction. Given the reactants Br.Br[CH2:3][C:4]1[CH:9]=[CH:8][CH:7]=[CH:6][N:5]=1.BrCC1CCCCO1.[O:18]=[C:19]1[C:27]2([C:31]3[CH:32]=[CH:33][C:34]([C:36]#[N:37])=[CH:35][C:30]=3[O:29][CH2:28]2)[C:26]2[C:21](=[CH:22][CH:23]=[CH:24][CH:25]=2)[NH:20]1, predict the reaction product. The product is: [O:18]=[C:19]1[C:27]2([C:31]3[CH:32]=[CH:33][C:34]([C:36]#[N:37])=[CH:35][C:30]=3[O:29][CH2:28]2)[C:26]2[C:21](=[CH:22][CH:23]=[CH:24][CH:25]=2)[N:20]1[CH2:3][C:4]1[CH:9]=[CH:8][CH:7]=[CH:6][N:5]=1.